From a dataset of Reaction yield outcomes from USPTO patents with 853,638 reactions. Predict the reaction yield, written as a fraction of the theoretical maximum amount of product (1.0 means a 100% yield; for example, 0.34 means a 34% yield). (1) The reactants are [CH3:1][O:2][C:3]1[CH:4]=[C:5]([NH:11][C:12](=[NH:22])[CH2:13][C:14](=[O:21])[C:15]2[CH:20]=[CH:19][CH:18]=[CH:17][CH:16]=2)[CH:6]=[CH:7][C:8]=1[O:9][CH3:10].[C:23](OC)(=[O:26])[C:24]#[CH:25]. The catalyst is CO. The product is [NH2:22][C:12]1[N:11]([C:5]2[CH:6]=[CH:7][C:8]([O:9][CH3:10])=[C:3]([O:2][CH3:1])[CH:4]=2)[C:23](=[O:26])[CH:24]=[CH:25][C:13]=1[C:14](=[O:21])[C:15]1[CH:20]=[CH:19][CH:18]=[CH:17][CH:16]=1. The yield is 0.680. (2) The reactants are [NH2:1][C:2]1[CH:10]=[C:9]([Br:11])[CH:8]=[CH:7][C:3]=1[C:4]([OH:6])=[O:5].Cl.N([O-])=O.[Na+].[N-:17]=[N+:18]=[N-].[Na+].CC([O-])=O.[Na+]. The catalyst is O. The product is [N:1]([C:2]1[CH:10]=[C:9]([Br:11])[CH:8]=[CH:7][C:3]=1[C:4]([OH:6])=[O:5])=[N+:17]=[N-:18]. The yield is 0.680. (3) The reactants are FC1C2C3N=CC([C:32]4[C:33]([CH3:38])=[N:34][O:35][C:36]=4[CH3:37])=CC=3N([C@@H](C3CCOCC3)C3C=CC=CC=3)C=2C(S(C)(=O)=O)=CC=1.Br[C:40]1[CH:52]=[N:51][C:50]2[C:49]3[C:48]([O:53][CH3:54])=[CH:47][CH:46]=[C:45]([S:55]([CH3:58])(=[O:57])=[O:56])[C:44]=3[N:43]([C@H:59]([C:66]3[CH:71]=[CH:70][C:69]([F:72])=[CH:68][CH:67]=3)[CH:60]3[CH2:65][CH2:64][O:63][CH2:62][CH2:61]3)[C:42]=2[CH:41]=1. No catalyst specified. The product is [F:72][C:69]1[CH:68]=[CH:67][C:66]([C@H:59]([CH:60]2[CH2:61][CH2:62][O:63][CH2:64][CH2:65]2)[N:43]2[C:44]3[C:45]([S:55]([CH3:58])(=[O:57])=[O:56])=[CH:46][CH:47]=[C:48]([O:53][CH3:54])[C:49]=3[C:50]3[N:51]=[CH:52][C:40]([C:32]4[C:33]([CH3:38])=[N:34][O:35][C:36]=4[CH3:37])=[CH:41][C:42]2=3)=[CH:71][CH:70]=1. The yield is 0.830. (4) The reactants are Br[C:2]1[CH:7]=[CH:6][C:5]2[C:8]3([CH2:23][O:24][C:4]=2[CH:3]=1)[C:16]1[C:11](=[CH:12][CH:13]=[CH:14][CH:15]=1)[N:10]([CH2:17][CH2:18][CH2:19][CH2:20][CH3:21])[C:9]3=[O:22].[N:25]1[CH:30]=[CH:29][CH:28]=[C:27](B(O)O)[CH:26]=1.C(=O)([O-])[O-].[Na+].[Na+]. The catalyst is C([O-])(=O)C.[Pd+2].C([O-])(=O)C.CC1C(P(C2C(C)=CC=CC=2)C2C(C)=CC=CC=2)=CC=CC=1.COCCOC. The product is [CH2:17]([N:10]1[C:11]2[C:16](=[CH:15][CH:14]=[CH:13][CH:12]=2)[C:8]2([C:5]3[CH:6]=[CH:7][C:2]([C:27]4[CH:26]=[N:25][CH:30]=[CH:29][CH:28]=4)=[CH:3][C:4]=3[O:24][CH2:23]2)[C:9]1=[O:22])[CH2:18][CH2:19][CH2:20][CH3:21]. The yield is 0.670. (5) The reactants are [CH2:1]([O:8][C@H:9]1[CH2:14][C@H:13]([OH:15])[C@@H:12]([C:16]2[N:20]([CH2:21][O:22][CH2:23][CH2:24][O:25][CH3:26])[N:19]=[CH:18][CH:17]=2)[CH2:11][CH2:10]1)[C:2]1[CH:7]=[CH:6][CH:5]=[CH:4][CH:3]=1.[CH2:27]([O:34][C@H]1CC[C@H](O)[C@@H](C2N(COCCOC)N=CC=2)C1)[C:28]1[CH:33]=[CH:32][CH:31]=[CH:30][CH:29]=1.C(N(CC)CC)C.C(Cl)(=O)C1C=CC=CC=1. The catalyst is CN(C1C=CN=CC=1)C.ClC(Cl)C.O. The product is [C:27]([O:15][C@H:13]1[CH2:14][C@H:9]([O:8][CH2:1][C:2]2[CH:7]=[CH:6][CH:5]=[CH:4][CH:3]=2)[CH2:10][CH2:11][C@@H:12]1[C:16]1[N:20]([CH2:21][O:22][CH2:23][CH2:24][O:25][CH3:26])[N:19]=[CH:18][CH:17]=1)(=[O:34])[C:28]1[CH:33]=[CH:32][CH:31]=[CH:30][CH:29]=1. The yield is 0.710. (6) The reactants are [F:1][C:2]1[CH:19]=[CH:18][C:5]([CH2:6][N:7]2[CH:12]=[CH:11][CH:10]=[C:9]([C:13]([O:15]C)=[O:14])[C:8]2=[O:17])=[CH:4][CH:3]=1.[OH-].[Na+]. The catalyst is CO. The product is [F:1][C:2]1[CH:3]=[CH:4][C:5]([CH2:6][N:7]2[CH:12]=[CH:11][CH:10]=[C:9]([C:13]([OH:15])=[O:14])[C:8]2=[O:17])=[CH:18][CH:19]=1. The yield is 0.700. (7) The reactants are [CH2:1]([NH:3][C:4]1[S:5][C@H:6]2[O:12][C@H:11]([CH2:13][OH:14])[C@@H:10]([OH:15])[C@H:9]([OH:16])[C@H:7]2[N:8]=1)[CH3:2].CCN(CC)CC.[CH3:24][C:25]([O:28][C:29](O[C:29]([O:28][C:25]([CH3:27])([CH3:26])[CH3:24])=[O:30])=[O:30])([CH3:27])[CH3:26]. The catalyst is CO. The product is [OH:15][C@@H:10]1[C@@H:11]([CH2:13][OH:14])[O:12][C@H:6]2[C@H:7]([N:8]=[C:4]([N:3]([CH2:1][CH3:2])[C:29](=[O:30])[O:28][C:25]([CH3:27])([CH3:26])[CH3:24])[S:5]2)[C@H:9]1[OH:16]. The yield is 0.730. (8) The reactants are CS(C)=O.[C:5](Cl)(C(Cl)=O)=O.C[C:12]1(C)[O:16][C@H:15]([CH2:17][OH:18])[C@H:14]([CH:19]=C)[O:13]1.CCN([CH2:27][CH3:28])CC.[Na+].[Cl-].Cl[Sn]Cl.[N+](=[CH:36][C:37]([O:39][CH2:40][CH3:41])=[O:38])=[N-]. The catalyst is C(Cl)Cl. The product is [CH3:5][C:27]([CH3:28])=[CH:19][C@@H:14]1[O:13][CH2:12][O:16][C@@H:15]1[C:17](=[O:18])[CH2:36][C:37]([O:39][CH2:40][CH3:41])=[O:38]. The yield is 0.360. (9) The reactants are [Br:1][C:2]1[C:11]([CH2:12]Br)=[C:10]2[C:5]([CH:6]=[CH:7][C:8]([O:14][CH3:15])=[N:9]2)=[CH:4][CH:3]=1.C([O-])(O)=[O:17].[Na+]. The catalyst is CC(C)=O.O. The product is [Br:1][C:2]1[C:11]([CH2:12][OH:17])=[C:10]2[C:5]([CH:6]=[CH:7][C:8]([O:14][CH3:15])=[N:9]2)=[CH:4][CH:3]=1. The yield is 0.560. (10) The product is [Br:20][C:5]1[C:6]([NH:9][C@@H:10]2[C@@H:15]3[CH2:16][C@@H:12]([CH:13]=[CH:14]3)[C@@H:11]2[C:17]([NH2:19])=[O:18])=[C:7]2[N:8]=[C:27]([C:25]3[O:26][C:22]([CH3:21])=[CH:23][CH:24]=3)[NH:1][C:2]2=[N:3][CH:4]=1. No catalyst specified. The reactants are [NH2:1][C:2]1[C:7]([NH2:8])=[C:6]([NH:9][C@@H:10]2[C@@H:15]3[CH2:16][C@@H:12]([CH:13]=[CH:14]3)[C@@H:11]2[C:17]([NH2:19])=[O:18])[C:5]([Br:20])=[CH:4][N:3]=1.[CH3:21][C:22]1[O:26][C:25]([CH:27]=O)=[CH:24][CH:23]=1. The yield is 0.300.